Task: Predict which catalyst facilitates the given reaction.. Dataset: Catalyst prediction with 721,799 reactions and 888 catalyst types from USPTO (1) Reactant: [Cl:1][C:2]1[CH:3]=[CH:4][C:5]([OH:41])=[C:6]([C:8]2[C:12]([C:13]#[C:14][C:15]3[CH:20]=[CH:19][C:18]([NH:21][C:22]([CH:24]4[CH2:29][O:28][CH2:27][CH2:26][N:25]4[C:30](=[O:39])[CH:31]([NH2:38])[C:32]4[CH:37]=[CH:36][CH:35]=[CH:34][CH:33]=4)=[O:23])=[CH:17][CH:16]=3)=[CH:11][N:10]([CH3:40])[N:9]=2)[CH:7]=1.[CH:42]1([C:45](O)=[O:46])[CH2:44][CH2:43]1.CC(C)N=C=NC(C)C. Product: [Cl:1][C:2]1[CH:3]=[CH:4][C:5]([OH:41])=[C:6]([C:8]2[C:12]([C:13]#[C:14][C:15]3[CH:20]=[CH:19][C:18]([NH:21][C:22]([CH:24]4[CH2:29][O:28][CH2:27][CH2:26][N:25]4[C:30](=[O:39])[CH:31]([NH:38][C:45]([CH:42]4[CH2:44][CH2:43]4)=[O:46])[C:32]4[CH:33]=[CH:34][CH:35]=[CH:36][CH:37]=4)=[O:23])=[CH:17][CH:16]=3)=[CH:11][N:10]([CH3:40])[N:9]=2)[CH:7]=1. The catalyst class is: 2. (2) Reactant: [CH3:1][C:2]1[NH:6][N:5]=[C:4]([C:7]2[O:11][N:10]=[C:9]([C:12]3[CH:17]=[CH:16][C:15]([O:18][C:19]([F:22])([F:21])[F:20])=[CH:14][CH:13]=3)[N:8]=2)[N:3]=1.C([O-])([O-])=O.[K+].[K+].[Na+].[I-].Cl[CH2:32][C:33]1[S:37][C:36]([Cl:38])=[N:35][CH:34]=1. Product: [Cl:38][C:36]1[S:37][C:33]([CH2:32][N:6]2[C:2]([CH3:1])=[N:3][C:4]([C:7]3[O:11][N:10]=[C:9]([C:12]4[CH:13]=[CH:14][C:15]([O:18][C:19]([F:22])([F:20])[F:21])=[CH:16][CH:17]=4)[N:8]=3)=[N:5]2)=[CH:34][N:35]=1. The catalyst class is: 1. (3) The catalyst class is: 11. Product: [CH3:11][O:12][C:13]1[C:30]([O:31][CH3:32])=[C:29]([O:33][CH3:34])[CH:28]=[C:27]([CH3:35])[C:14]=1[C:15]([C:17]1[C:22]([O:23][CH3:24])=[CH:21][N:20]=[C:19]([Br:8])[C:18]=1[Cl:26])=[O:16]. Reactant: CN(C)C=O.P(Br)(Br)([Br:8])=O.[CH3:11][O:12][C:13]1[C:30]([O:31][CH3:32])=[C:29]([O:33][CH3:34])[CH:28]=[C:27]([CH3:35])[C:14]=1[C:15]([C:17]1[C:22]([O:23][CH3:24])=[CH:21][N+:20]([O-])=[CH:19][C:18]=1[Cl:26])=[O:16]. (4) Reactant: [C:1]([N:9]1[CH2:14][CH2:13][N:12]([C:15](=[O:28])[C:16]([C:18]2[C:22]3=[N:23][CH:24]=[CH:25][C:26](Cl)=[C:21]3[NH:20][CH:19]=2)=[O:17])[CH2:11][CH2:10]1)(=[O:8])[C:2]1[CH:7]=[CH:6][CH:5]=[CH:4][CH:3]=1.[NH:29]1[CH:33]=[CH:32][N:31]=[N:30]1.C([O-])([O-])=O.[K+].[K+]. Product: [C:1]([N:9]1[CH2:14][CH2:13][N:12]([C:15](=[O:28])[C:16]([C:18]2[C:22]3=[N:23][CH:24]=[CH:25][C:26]([N:30]4[N:31]=[CH:32][CH:33]=[N:29]4)=[C:21]3[NH:20][CH:19]=2)=[O:17])[CH2:11][CH2:10]1)(=[O:8])[C:2]1[CH:7]=[CH:6][CH:5]=[CH:4][CH:3]=1. The catalyst class is: 5. (5) Reactant: Cl.[Cl:2][C:3]1[C:4]([C:51]([F:54])([F:53])[F:52])=[CH:5][C:6]2[N:10]=[C:9]([CH2:11][CH:12]3[CH2:15][CH:14]([CH2:16][N:17]([CH2:21][C@@H:22]4[C@H:26]5[O:27]C(C)(C)[O:29][C@H:25]5[C@H:24]([N:32]5[C:36]6[N:37]=[CH:38][N:39]=[C:40]([NH2:41])[C:35]=6[CH:34]=[CH:33]5)[CH2:23]4)[CH:18]([CH3:20])[CH3:19])[CH2:13]3)[N:8](COCC[Si](C)(C)C)[C:7]=2[CH:50]=1. Product: [NH2:41][C:40]1[C:35]2[CH:34]=[CH:33][N:32]([C@@H:24]3[CH2:23][C@H:22]([CH2:21][N:17]([CH2:16][CH:14]4[CH2:15][CH:12]([CH2:11][C:9]5[NH:8][C:7]6[CH:50]=[C:3]([Cl:2])[C:4]([C:51]([F:53])([F:52])[F:54])=[CH:5][C:6]=6[N:10]=5)[CH2:13]4)[CH:18]([CH3:20])[CH3:19])[C@@H:26]([OH:27])[C@H:25]3[OH:29])[C:36]=2[N:37]=[CH:38][N:39]=1. The catalyst class is: 5. (6) Reactant: [CH2:1]([NH:8][C:9]([C:11]1[CH:12]=[CH:13][C:14]([NH:17][N:18]=[CH:19][CH:20]([C:26]2[CH:31]=[CH:30][C:29]([C:32]#[N:33])=[CH:28][CH:27]=2)[C:21](OCC)=[O:22])=[N:15][CH:16]=1)=[O:10])[C:2]1[CH:7]=[CH:6][CH:5]=[CH:4][CH:3]=1.C(=O)([O-])[O-].[K+].[K+]. Product: [CH2:1]([NH:8][C:9](=[O:10])[C:11]1[CH:12]=[CH:13][C:14]([N:17]2[C:21]([OH:22])=[C:20]([C:26]3[CH:31]=[CH:30][C:29]([C:32]#[N:33])=[CH:28][CH:27]=3)[CH:19]=[N:18]2)=[N:15][CH:16]=1)[C:2]1[CH:7]=[CH:6][CH:5]=[CH:4][CH:3]=1. The catalyst class is: 8.